This data is from CYP2D6 inhibition data for predicting drug metabolism from PubChem BioAssay. The task is: Regression/Classification. Given a drug SMILES string, predict its absorption, distribution, metabolism, or excretion properties. Task type varies by dataset: regression for continuous measurements (e.g., permeability, clearance, half-life) or binary classification for categorical outcomes (e.g., BBB penetration, CYP inhibition). Dataset: cyp2d6_veith. (1) The compound is O=C(Nc1ccccc1)N1CC2(CCN(C(=O)Oc3ccccc3)CC2)C1. The result is 0 (non-inhibitor). (2) The compound is CN(C)c1nc(NCc2ccccc2)nc(N/N=C/c2ccc(Cl)cc2Cl)n1. The result is 0 (non-inhibitor). (3) The result is 1 (inhibitor). The molecule is O=C(O)c1cccc(CN2CCCCC2)c1. (4) The compound is Cc1cccc(NC(=O)CCS(=O)(=O)c2cccc3nsnc23)c1C. The result is 0 (non-inhibitor). (5) The molecule is C[n+]1cccc(CNC(=O)/C=N/O)c1.[I-]. The result is 0 (non-inhibitor). (6) The drug is C[C@H]1C[C@@H](C)CN(S(=O)(=O)c2cc(Cl)c(Oc3ccc([N+](=O)[O-])cc3Cl)c(Cl)c2)C1. The result is 0 (non-inhibitor). (7) The compound is O=C(CCN1CCOCC1)Nc1ccc(F)cc1F. The result is 0 (non-inhibitor).